From a dataset of Full USPTO retrosynthesis dataset with 1.9M reactions from patents (1976-2016). Predict the reactants needed to synthesize the given product. (1) Given the product [NH:1]1[C:9]2[CH:8]=[C:7]([CH2:10][OH:11])[N:6]=[CH:5][C:4]=2[N:3]=[CH:2]1, predict the reactants needed to synthesize it. The reactants are: [NH:1]1[C:9]2[CH:8]=[C:7]([C:10](OC)=[O:11])[N:6]=[CH:5][C:4]=2[N:3]=[CH:2]1.[H-].[Al+3].[Li+].[H-].[H-].[H-]. (2) Given the product [CH3:1][C:2]1[O:6][C:5]([C:7]2[CH:8]=[CH:9][CH:10]=[CH:11][CH:12]=2)=[N:4][C:3]=1[CH2:13][O:14][C:15]1[CH:34]=[CH:33][C:18]([CH2:19][O:20][C:21]2[CH:26]=[CH:25][CH:24]=[CH:23][C:22]=2[CH2:27][C:28]([OH:30])=[O:29])=[CH:17][CH:16]=1, predict the reactants needed to synthesize it. The reactants are: [CH3:1][C:2]1[O:6][C:5]([C:7]2[CH:12]=[CH:11][CH:10]=[CH:9][CH:8]=2)=[N:4][C:3]=1[CH2:13][O:14][C:15]1[CH:34]=[CH:33][C:18]([CH2:19][O:20][C:21]2[CH:26]=[CH:25][CH:24]=[CH:23][C:22]=2[CH2:27][C:28]([O:30]CC)=[O:29])=[CH:17][CH:16]=1.O1CCCC1.[OH-].[Na+].Cl. (3) Given the product [CH3:23][O:22][CH2:21][CH2:20][O:19][C:11]1[C:10]([CH3:24])=[C:9]([C:28]([C:3]2[CH:4]=[N:5][N:6]([CH3:7])[C:2]=2[OH:1])=[O:30])[CH:14]=[CH:13][C:12]=1[S:15]([CH3:18])(=[O:17])=[O:16], predict the reactants needed to synthesize it. The reactants are: [OH:1][C:2]1[N:6]([CH3:7])[N:5]=[CH:4][CH:3]=1.Cl[C:9]1[CH:14]=[CH:13][C:12]([S:15]([CH3:18])(=[O:17])=[O:16])=[C:11]([O:19][CH2:20][CH2:21][O:22][CH3:23])[C:10]=1[CH3:24].[C]=O.Cl.[C:28](OCC)(=[O:30])C.